From a dataset of Catalyst prediction with 721,799 reactions and 888 catalyst types from USPTO. Predict which catalyst facilitates the given reaction. Reactant: C[O:2][C:3]([C:5]1[NH:6][C:7]2[C:12]([CH:13]=1)=[CH:11][C:10]([S:14]([CH3:17])(=[O:16])=[O:15])=[CH:9][CH:8]=2)=[O:4].[Li+].[OH-].C(O)(=O)C. Product: [CH3:17][S:14]([C:10]1[CH:11]=[C:12]2[C:7](=[CH:8][CH:9]=1)[NH:6][C:5]([C:3]([OH:4])=[O:2])=[CH:13]2)(=[O:16])=[O:15]. The catalyst class is: 20.